This data is from Full USPTO retrosynthesis dataset with 1.9M reactions from patents (1976-2016). The task is: Predict the reactants needed to synthesize the given product. (1) Given the product [CH3:1][O:2][C:3]([C@@H:5]1[CH2:9][C@@H:8]([S:10]([CH2:13][CH:14]2[CH2:16][CH2:15]2)(=[O:12])=[O:11])[CH2:7][N:6]1[C:17]1[N:31]([C:28]2[CH:27]=[CH:26][C:25]([C:24]([F:23])([F:33])[F:34])=[CH:30][CH:29]=2)[N:32]=[C:19]([CH3:20])[CH:18]=1)=[O:4], predict the reactants needed to synthesize it. The reactants are: [CH3:1][O:2][C:3]([C@@H:5]1[CH2:9][C@@H:8]([S:10]([CH2:13][CH:14]2[CH2:16][CH2:15]2)(=[O:12])=[O:11])[CH2:7][N:6]1[C:17](=S)[CH2:18][C:19](=O)[CH3:20])=[O:4].[F:23][C:24]([F:34])([F:33])[C:25]1[CH:30]=[CH:29][C:28]([NH:31][NH2:32])=[CH:27][CH:26]=1. (2) Given the product [CH2:21]([O:8][C:5]1[CH:6]=[CH:7][C:2]([Br:1])=[C:3]([F:9])[CH:4]=1)[C:22]1[CH:27]=[CH:26][CH:25]=[CH:24][CH:23]=1, predict the reactants needed to synthesize it. The reactants are: [Br:1][C:2]1[CH:7]=[CH:6][C:5]([OH:8])=[CH:4][C:3]=1[F:9].CN(C=O)C.C(=O)([O-])[O-].[K+].[K+].[CH2:21](Br)[C:22]1[CH:27]=[CH:26][CH:25]=[CH:24][CH:23]=1. (3) Given the product [CH3:21][S:22]([NH:1][C:2]1[CH:3]=[C:4]([CH:16]=[CH:17][C:18]=1[O:19][CH3:20])[C:5]([NH:7][C:8]1[CH:13]=[CH:12][C:11]([Cl:14])=[C:10]([Cl:15])[CH:9]=1)=[O:6])(=[O:24])=[O:23], predict the reactants needed to synthesize it. The reactants are: [NH2:1][C:2]1[CH:3]=[C:4]([CH:16]=[CH:17][C:18]=1[O:19][CH3:20])[C:5]([NH:7][C:8]1[CH:13]=[CH:12][C:11]([Cl:14])=[C:10]([Cl:15])[CH:9]=1)=[O:6].[CH3:21][S:22](O[S:22]([CH3:21])(=[O:24])=[O:23])(=[O:24])=[O:23]. (4) Given the product [Br:13][CH:7]1[CH2:6][CH2:5][CH2:4][CH:3]([C:8]([O:10][CH2:11][CH3:12])=[O:9])[C:2]1=[O:1], predict the reactants needed to synthesize it. The reactants are: [O:1]=[C:2]1[CH2:7][CH2:6][CH2:5][CH2:4][CH:3]1[C:8]([O:10][CH2:11][CH3:12])=[O:9].[Br:13]Br. (5) Given the product [CH3:18][C:6]1[N:5]=[C:4]2[S:19][C:20]3[CH2:25][CH2:24][CH2:23][CH2:22][C:21]=3[C:3]2=[C:2]([S:32][C:26]2[CH:31]=[CH:30][CH:29]=[CH:28][CH:27]=2)[C:7]=1[CH:8]([O:13][C:14]([CH3:17])([CH3:16])[CH3:15])[C:9]([O:11][CH3:12])=[O:10], predict the reactants needed to synthesize it. The reactants are: I[C:2]1[C:7]([CH:8]([O:13][C:14]([CH3:17])([CH3:16])[CH3:15])[C:9]([O:11][CH3:12])=[O:10])=[C:6]([CH3:18])[N:5]=[C:4]2[S:19][C:20]3[CH2:25][CH2:24][CH2:23][CH2:22][C:21]=3[C:3]=12.[C:26]1([SH:32])[CH:31]=[CH:30][CH:29]=[CH:28][CH:27]=1.C(N(CC)CC)C. (6) Given the product [NH2:16][CH:14]([C:3]1[N:4]=[C:5]2[CH:12]=[CH:11][C:10]([F:13])=[CH:9][N:6]2[C:7](=[O:8])[C:2]=1[Br:1])[CH3:15], predict the reactants needed to synthesize it. The reactants are: [Br:1][C:2]1[C:7](=[O:8])[N:6]2[CH:9]=[C:10]([F:13])[CH:11]=[CH:12][C:5]2=[N:4][C:3]=1[CH:14]([NH:16]C(=O)OCC1C=CC=CC=1)[CH3:15].B(Br)(Br)Br.O.C(=O)(O)[O-].[Na+]. (7) The reactants are: [NH2:1][C:2]1[CH:7]=[CH:6][C:5]([CH2:8][CH2:9][O:10][C:11]2[CH:12]=[CH:13][C:14]3[N:18]=[C:17]([CH2:19][O:20][C:21]4[CH:34]=[CH:33][C:24]([CH2:25][CH:26]5[S:30][C:29](=[O:31])[NH:28][C:27]5=[O:32])=[CH:23][CH:22]=4)[N:16]([CH3:35])[C:15]=3[CH:36]=2)=[CH:4][CH:3]=1.[N+:37]([C:40]1[CH:45]=[CH:44][C:43]([N:46]=[C:47]=[O:48])=[CH:42][CH:41]=1)([O-:39])=[O:38]. Given the product [O:31]=[C:29]1[NH:28][C:27](=[O:32])[CH:26]([CH2:25][C:24]2[CH:33]=[CH:34][C:21]([O:20][CH2:19][C:17]3[N:16]([CH3:35])[C:15]4[CH:36]=[C:11]([O:10][CH2:9][CH2:8][C:5]5[CH:6]=[CH:7][C:2]([NH:1][C:47]([NH:46][C:43]6[CH:42]=[CH:41][C:40]([N+:37]([O-:39])=[O:38])=[CH:45][CH:44]=6)=[O:48])=[CH:3][CH:4]=5)[CH:12]=[CH:13][C:14]=4[N:18]=3)=[CH:22][CH:23]=2)[S:30]1, predict the reactants needed to synthesize it. (8) The reactants are: [N:1]1([CH2:8][CH2:9][NH2:10])[CH2:7][CH2:6][CH2:5][CH2:4][CH2:3][CH2:2]1.CS([C:15]1[N:20]=[C:19]([C:21]2[C:22]([C:34]3[CH:39]=[CH:38][CH:37]=[C:36]([Cl:40])[CH:35]=3)=[N:23][N:24]3[CH:29]=[C:28]([C:30]([F:33])([F:32])[F:31])[CH:27]=[CH:26][C:25]=23)[CH:18]=[CH:17][N:16]=1)(=O)=O. Given the product [N:1]1([CH2:8][CH2:9][NH:10][C:15]2[N:20]=[C:19]([C:21]3[C:22]([C:34]4[CH:39]=[CH:38][CH:37]=[C:36]([Cl:40])[CH:35]=4)=[N:23][N:24]4[CH:29]=[C:28]([C:30]([F:33])([F:31])[F:32])[CH:27]=[CH:26][C:25]=34)[CH:18]=[CH:17][N:16]=2)[CH2:7][CH2:6][CH2:5][CH2:4][CH2:3][CH2:2]1, predict the reactants needed to synthesize it.